The task is: Regression. Given two drug SMILES strings and cell line genomic features, predict the synergy score measuring deviation from expected non-interaction effect.. This data is from NCI-60 drug combinations with 297,098 pairs across 59 cell lines. (1) Drug 1: CCC1=CC2CC(C3=C(CN(C2)C1)C4=CC=CC=C4N3)(C5=C(C=C6C(=C5)C78CCN9C7C(C=CC9)(C(C(C8N6C)(C(=O)OC)O)OC(=O)C)CC)OC)C(=O)OC.C(C(C(=O)O)O)(C(=O)O)O. Drug 2: C1=CC=C(C(=C1)C(C2=CC=C(C=C2)Cl)C(Cl)Cl)Cl. Cell line: COLO 205. Synergy scores: CSS=45.5, Synergy_ZIP=1.93, Synergy_Bliss=4.70, Synergy_Loewe=-34.1, Synergy_HSA=5.47. (2) Drug 1: CC1OCC2C(O1)C(C(C(O2)OC3C4COC(=O)C4C(C5=CC6=C(C=C35)OCO6)C7=CC(=C(C(=C7)OC)O)OC)O)O. Drug 2: CC1=CC=C(C=C1)C2=CC(=NN2C3=CC=C(C=C3)S(=O)(=O)N)C(F)(F)F. Cell line: RXF 393. Synergy scores: CSS=18.2, Synergy_ZIP=-3.92, Synergy_Bliss=-2.24, Synergy_Loewe=-11.2, Synergy_HSA=-1.08. (3) Drug 1: C(=O)(N)NO. Drug 2: CC1=C(C(=O)C2=C(C1=O)N3CC4C(C3(C2COC(=O)N)OC)N4)N. Cell line: OVCAR-5. Synergy scores: CSS=34.6, Synergy_ZIP=-3.60, Synergy_Bliss=-0.444, Synergy_Loewe=-23.8, Synergy_HSA=2.47. (4) Drug 1: C1C(C(OC1N2C=NC3=C(N=C(N=C32)Cl)N)CO)O. Drug 2: CC1=C(C(CCC1)(C)C)C=CC(=CC=CC(=CC(=O)O)C)C. Cell line: M14. Synergy scores: CSS=54.4, Synergy_ZIP=-1.47, Synergy_Bliss=-0.998, Synergy_Loewe=-33.4, Synergy_HSA=-0.179. (5) Drug 1: C1=CC=C(C=C1)NC(=O)CCCCCCC(=O)NO. Synergy scores: CSS=63.3, Synergy_ZIP=0.534, Synergy_Bliss=-2.82, Synergy_Loewe=-12.5, Synergy_HSA=-9.64. Cell line: ACHN. Drug 2: B(C(CC(C)C)NC(=O)C(CC1=CC=CC=C1)NC(=O)C2=NC=CN=C2)(O)O. (6) Drug 2: CCCCCOC(=O)NC1=NC(=O)N(C=C1F)C2C(C(C(O2)C)O)O. Cell line: MCF7. Drug 1: CC1=C(C=C(C=C1)NC2=NC=CC(=N2)N(C)C3=CC4=NN(C(=C4C=C3)C)C)S(=O)(=O)N.Cl. Synergy scores: CSS=-5.14, Synergy_ZIP=1.65, Synergy_Bliss=-1.88, Synergy_Loewe=-5.18, Synergy_HSA=-4.81.